Dataset: Reaction yield outcomes from USPTO patents with 853,638 reactions. Task: Predict the reaction yield, written as a fraction of the theoretical maximum amount of product (1.0 means a 100% yield; for example, 0.34 means a 34% yield). (1) The reactants are [CH3:1][N:2]([C:11]1[CH:12]=[CH:13][CH:14]=[C:15]2[C:19]=1[NH:18][C:17]([C:20]1[S:21][C:22]3([CH2:29][CH2:28][NH:27][CH2:26][CH2:25]3)[CH2:23][N:24]=1)=[CH:16]2)[S:3]([C:6]1[S:7][CH:8]=[CH:9][CH:10]=1)(=[O:5])=[O:4].[CH3:30][N:31]([CH3:35])[C:32](Cl)=[O:33].C(N(CC)CC)C.O. The catalyst is O1CCCC1. The product is [CH3:30][N:31]([CH3:35])[C:32]([N:27]1[CH2:28][CH2:29][C:22]2([S:21][C:20]([C:17]3[NH:18][C:19]4[C:15]([CH:16]=3)=[CH:14][CH:13]=[CH:12][C:11]=4[N:2]([CH3:1])[S:3]([C:6]3[S:7][CH:8]=[CH:9][CH:10]=3)(=[O:4])=[O:5])=[N:24][CH2:23]2)[CH2:25][CH2:26]1)=[O:33]. The yield is 0.460. (2) The reactants are [NH2:1][CH2:2][C:3]1[N:11]2[C:6]([CH2:7][CH2:8][CH2:9][CH2:10]2)=[CH:5][C:4]=1[C:12]([O:14]C)=O.C[Si](C)(C)N[Si](C)(C)C.[Li].C1COCC1.[NH4+].[Cl-]. The catalyst is C1COCC1. The product is [C:12]1(=[O:14])[C:4]2[CH:5]=[C:6]3[N:11]([C:3]=2[CH2:2][NH:1]1)[CH2:10][CH2:9][CH2:8][CH2:7]3. The yield is 0.530. (3) The reactants are C([C:3]1[CH:19]=[CH:18][C:6]([O:7][C:8]2[CH:9]=[CH:10][C:11]3[B:15]([OH:16])[O:14][CH2:13][C:12]=3[CH:17]=2)=[CH:5][CH:4]=1)#N.[N-:20]=[N+:21]=[N-:22].[Na+].[Cl-].[NH4+].O.[CH3:27][N:28](C)C=O. No catalyst specified. The product is [OH:16][B:15]1[C:11]2[CH:10]=[CH:9][C:8]([O:7][C:6]3[CH:5]=[CH:4][C:3]([N:20]4[CH:27]=[N:28][N:22]=[N:21]4)=[CH:19][CH:18]=3)=[CH:17][C:12]=2[CH2:13][O:14]1. The yield is 0.230.